This data is from Peptide-MHC class I binding affinity with 185,985 pairs from IEDB/IMGT. The task is: Regression. Given a peptide amino acid sequence and an MHC pseudo amino acid sequence, predict their binding affinity value. This is MHC class I binding data. (1) The peptide sequence is KLEYLAPSY. The MHC is HLA-A30:01 with pseudo-sequence HLA-A30:01. The binding affinity (normalized) is 0.0847. (2) The peptide sequence is EYRKILRQR. The MHC is HLA-B40:02 with pseudo-sequence HLA-B40:02. The binding affinity (normalized) is 0. (3) The peptide sequence is IANPGALAR. The MHC is HLA-A03:01 with pseudo-sequence HLA-A03:01. The binding affinity (normalized) is 0.105. (4) The peptide sequence is STIFDIVSK. The MHC is HLA-A03:01 with pseudo-sequence HLA-A03:01. The binding affinity (normalized) is 0.442. (5) The MHC is HLA-A30:02 with pseudo-sequence HLA-A30:02. The peptide sequence is YSEESPTSY. The binding affinity (normalized) is 0.0364. (6) The peptide sequence is TAVNEEWLTA. The MHC is HLA-A02:01 with pseudo-sequence HLA-A02:01. The binding affinity (normalized) is 0.0641. (7) The peptide sequence is RRARSLSAERY. The MHC is HLA-B44:03 with pseudo-sequence HLA-B44:03. The binding affinity (normalized) is 0. (8) The peptide sequence is RRGGRWILA. The MHC is Mamu-A07 with pseudo-sequence Mamu-A07. The binding affinity (normalized) is 0. (9) The peptide sequence is IPRACQKSL. The MHC is HLA-A80:01 with pseudo-sequence HLA-A80:01. The binding affinity (normalized) is 0.0847.